This data is from Peptide-MHC class I binding affinity with 185,985 pairs from IEDB/IMGT. The task is: Regression. Given a peptide amino acid sequence and an MHC pseudo amino acid sequence, predict their binding affinity value. This is MHC class I binding data. The peptide sequence is YSSPHLLRY. The MHC is HLA-A01:01 with pseudo-sequence HLA-A01:01. The binding affinity (normalized) is 0.778.